From a dataset of Reaction yield outcomes from USPTO patents with 853,638 reactions. Predict the reaction yield, written as a fraction of the theoretical maximum amount of product (1.0 means a 100% yield; for example, 0.34 means a 34% yield). (1) The reactants are [Cl:1][C:2]1[CH:7]=[CH:6][C:5]([CH2:8][OH:9])=[C:4]([F:10])[CH:3]=1.Cl[C:12]1[CH:17]=[C:16](I)[CH:15]=[CH:14][N:13]=1.C([O-])([O-])=[O:20].[Cs+].[Cs+].N1C2C(=CC=C3C=2N=CC=C3)C=CC=1. The catalyst is C1(C)C=CC=CC=1.[Cu]I.C(O)=O.O. The product is [Cl:1][C:2]1[CH:7]=[CH:6][C:5]([CH2:8][O:9][C:16]2[CH:15]=[CH:14][NH:13][C:12](=[O:20])[CH:17]=2)=[C:4]([F:10])[CH:3]=1. The yield is 0.280. (2) The reactants are [O:1]([CH2:8][CH2:9][O:10][CH2:11][CH2:12][OH:13])[CH2:2][CH2:3][O:4][CH2:5][CH2:6][OH:7].Br[C:15]12[CH2:24][CH:19]3[CH2:20][CH:21]([CH2:23][CH:17]([CH2:18]3)[CH2:16]1)[CH2:22]2.CCN(CC)CC.C1CCN2C(=NCCC2)CC1. The catalyst is Cl.CCOC(C)=O. The product is [C:15]12([O:7][CH2:6][CH2:5][O:4][CH2:3][CH2:2][O:1][CH2:8][CH2:9][O:10][CH2:11][CH2:12][OH:13])[CH2:24][CH:19]3[CH2:20][CH:21]([CH2:23][CH:17]([CH2:18]3)[CH2:16]1)[CH2:22]2. The yield is 0.300. (3) The reactants are [Cl:1][C:2]1[C:3]([C:22]2[N:27]=[C:26]([NH:28][C:29]3[CH:34]=[CH:33][N:32]=[CH:31][C:30]=3[C:35]([O:37]CC)=[O:36])[CH:25]=[CH:24][N:23]=2)=[N:4][N:5]([CH2:10][C:11]2[C:16]([F:17])=[CH:15][C:14]([O:18][CH2:19][CH3:20])=[CH:13][C:12]=2[F:21])[C:6]=1[CH:7]1[CH2:9][CH2:8]1.[OH-].[Li+].O.C(O)(=O)CC(CC(O)=O)(C(O)=O)O. The catalyst is CO.[OH-].[Na+]. The product is [Cl:1][C:2]1[C:3]([C:22]2[N:27]=[C:26]([NH:28][C:29]3[C:30]([C:35]([OH:37])=[O:36])=[CH:31][N:32]=[CH:33][CH:34]=3)[CH:25]=[CH:24][N:23]=2)=[N:4][N:5]([CH2:10][C:11]2[C:12]([F:21])=[CH:13][C:14]([O:18][CH2:19][CH3:20])=[CH:15][C:16]=2[F:17])[C:6]=1[CH:7]1[CH2:9][CH2:8]1. The yield is 1.00. (4) The reactants are [C:1]([O:5][C:6]([NH:8][C@H:9]1[C@H:14]([OH:15])[C@@H:13]([CH3:16])[CH2:12][N:11]([C:17]2[CH:22]=[CH:21][N:20]=[CH:19][C:18]=2[N:23]([C:31]([O:33][C:34]([CH3:37])([CH3:36])[CH3:35])=[O:32])[C:24]([O:26][C:27]([CH3:30])([CH3:29])[CH3:28])=[O:25])[CH2:10]1)=[O:7])([CH3:4])([CH3:3])[CH3:2].[CH3:38][S:39](Cl)(=[O:41])=[O:40]. The catalyst is C(Cl)Cl. The product is [CH3:38][S:39]([O:15][C@@H:14]1[C@@H:13]([CH3:16])[CH2:12][N:11]([C:17]2[CH:22]=[CH:21][N:20]=[CH:19][C:18]=2[N:23]([C:24]([O:26][C:27]([CH3:30])([CH3:29])[CH3:28])=[O:25])[C:31]([O:33][C:34]([CH3:36])([CH3:35])[CH3:37])=[O:32])[CH2:10][C@H:9]1[NH:8][C:6]([O:5][C:1]([CH3:4])([CH3:2])[CH3:3])=[O:7])(=[O:41])=[O:40]. The yield is 1.00. (5) The reactants are [F:1][C:2]1[CH:3]=[C:4]2[NH:10][C:9](=O)O[C:6](=[O:7])[C:5]2=[CH:12][C:13]=1[I:14].C(O)(=O)C.C(N)=[NH:20]. The catalyst is CN(C)C=O. The product is [OH:7][C:6]1[C:5]2[C:4](=[CH:3][C:2]([F:1])=[C:13]([I:14])[CH:12]=2)[N:10]=[CH:9][N:20]=1. The yield is 0.910. (6) The reactants are Br[C:2]1[C:3]([NH2:22])=[N:4][CH:5]=[C:6]([C:8]2[CH:13]=[CH:12][C:11]([O:14][Si:15]([C:18]([CH3:21])([CH3:20])[CH3:19])([CH3:17])[CH3:16])=[CH:10][CH:9]=2)[N:7]=1.[CH:23]1[C:32]2[C:27](=[CH:28][CH:29]=[CH:30][CH:31]=2)[CH:26]=[CH:25][C:24]=1B(O)O.C([O-])([O-])=O.[Na+].[Na+].O. The catalyst is C1(C)C=CC=CC=1.C(O)C.Cl[Pd](Cl)([P](C1C=CC=CC=1)(C1C=CC=CC=1)C1C=CC=CC=1)[P](C1C=CC=CC=1)(C1C=CC=CC=1)C1C=CC=CC=1. The product is [Si:15]([O:14][C:11]1[CH:12]=[CH:13][C:8]([C:6]2[N:7]=[C:2]([C:25]3[CH:24]=[CH:23][C:32]4[C:27](=[CH:28][CH:29]=[CH:30][CH:31]=4)[CH:26]=3)[C:3]([NH2:22])=[N:4][CH:5]=2)=[CH:9][CH:10]=1)([C:18]([CH3:21])([CH3:20])[CH3:19])([CH3:17])[CH3:16]. The yield is 0.922. (7) The reactants are [NH2:1][C@@H:2]([CH3:28])[C@@H:3]([C:22]1[CH:27]=[CH:26][CH:25]=[CH:24][CH:23]=1)[O:4][C:5]1[CH:6]=[C:7]2[C:11](=[CH:12][CH:13]=1)[N:10]([C:14]1[CH:15]=[C:16]([CH2:20][OH:21])[CH:17]=[CH:18][CH:19]=1)[N:9]=[CH:8]2.C(N(CC)CC)C.[F:36][C:37]([F:48])([F:47])[C:38](O[C:38](=[O:39])[C:37]([F:48])([F:47])[F:36])=[O:39]. The catalyst is ClCCl.O. The product is [F:36][C:37]([F:48])([F:47])[C:38]([NH:1][C@@H:2]([CH3:28])[C@H:3]([O:4][C:5]1[CH:6]=[C:7]2[C:11](=[CH:12][CH:13]=1)[N:10]([C:14]1[CH:19]=[CH:18][CH:17]=[C:16]([CH2:20][OH:21])[CH:15]=1)[N:9]=[CH:8]2)[C:22]1[CH:27]=[CH:26][CH:25]=[CH:24][CH:23]=1)=[O:39]. The yield is 0.680. (8) The reactants are N12CCCN=C1CCCCC2.Cl.[NH2:13][CH2:14][C:15]1[CH:23]=[CH:22][CH:21]=[C:20]2[C:16]=1[C:17](=[O:33])[N:18]([CH:25]1[CH2:30][CH2:29][C:28](=[O:31])[NH:27][C:26]1=[O:32])[C:19]2=[O:24].[C:34](Cl)(=[O:41])[C:35]1[CH:40]=[CH:39][CH:38]=[CH:37][CH:36]=1. The catalyst is CC#N. The product is [O:32]=[C:26]1[CH:25]([N:18]2[C:17](=[O:33])[C:16]3[C:20](=[CH:21][CH:22]=[CH:23][C:15]=3[CH2:14][NH:13][C:34](=[O:41])[C:35]3[CH:40]=[CH:39][CH:38]=[CH:37][CH:36]=3)[C:19]2=[O:24])[CH2:30][CH2:29][C:28](=[O:31])[NH:27]1. The yield is 0.760. (9) The reactants are [Br:1][C:2]1[CH:13]=[CH:12][C:5]2[N:6]=[C:7]([CH2:9][CH2:10]O)[S:8][C:4]=2[CH:3]=1.C(N(CC)CC)C.S(Cl)(C)(=O)=O.C(=O)([O-])[O-].[K+].[K+].Cl.[CH3:33][C@@H:34]1[CH2:38][CH2:37][CH2:36][NH:35]1. The catalyst is C1COCC1.C(#N)C. The product is [Br:1][C:2]1[CH:13]=[CH:12][C:5]2[N:6]=[C:7]([CH2:9][CH2:10][N:35]3[CH2:36][CH2:37][CH2:38][CH:34]3[CH3:33])[S:8][C:4]=2[CH:3]=1. The yield is 0.883.